Dataset: Peptide-MHC class I binding affinity with 185,985 pairs from IEDB/IMGT. Task: Regression. Given a peptide amino acid sequence and an MHC pseudo amino acid sequence, predict their binding affinity value. This is MHC class I binding data. (1) The peptide sequence is LVTARQKLK. The MHC is HLA-A69:01 with pseudo-sequence HLA-A69:01. The binding affinity (normalized) is 0.0847. (2) The peptide sequence is FPFKYEAAF. The MHC is Mamu-A2201 with pseudo-sequence Mamu-A2201. The binding affinity (normalized) is 0.708. (3) The peptide sequence is FVVFLLVTL. The MHC is HLA-A02:06 with pseudo-sequence HLA-A02:06. The binding affinity (normalized) is 0.665.